The task is: Predict which catalyst facilitates the given reaction.. This data is from Catalyst prediction with 721,799 reactions and 888 catalyst types from USPTO. (1) Reactant: C([O:4][C:5]1[CH:6]=[C:7]([CH:11]=[C:12]([F:16])[C:13]=1[O:14][CH3:15])[C:8]([OH:10])=O)(=O)C.Cl.[CH3:18][O:19][C:20]([C:22]1([NH2:31])[CH2:30][C:29]2[C:24](=[CH:25][CH:26]=[CH:27][CH:28]=2)[CH2:23]1)=[O:21].C(=O)([O-])[O-].[K+].[K+]. Product: [CH3:18][O:19][C:20]([C:22]1([NH:31][C:8](=[O:10])[C:7]2[CH:6]=[C:5]([OH:4])[C:13]([O:14][CH3:15])=[C:12]([F:16])[CH:11]=2)[CH2:30][C:29]2[C:24](=[CH:25][CH:26]=[CH:27][CH:28]=2)[CH2:23]1)=[O:21]. The catalyst class is: 5. (2) Reactant: C[O:2][C:3](=[O:39])[CH:4]([NH:26][S:27]([C:30]1[C:35]([CH3:36])=[CH:34][C:33]([CH3:37])=[CH:32][C:31]=1[CH3:38])(=[O:29])=[O:28])[CH2:5][NH:6][C:7]([C:9]1[S:10][C:11]([C:14](=[O:25])[NH:15][CH2:16][CH2:17][NH:18][C:19]2[CH:24]=[CH:23][CH:22]=[CH:21][N:20]=2)=[CH:12][CH:13]=1)=[O:8].[OH-].[Li+].C(O)(=O)C. Product: [N:20]1[CH:21]=[CH:22][CH:23]=[CH:24][C:19]=1[NH:18][CH2:17][CH2:16][NH:15][C:14]([C:11]1[S:10][C:9]([C:7]([NH:6][CH2:5][CH:4]([NH:26][S:27]([C:30]2[C:31]([CH3:38])=[CH:32][C:33]([CH3:37])=[CH:34][C:35]=2[CH3:36])(=[O:29])=[O:28])[C:3]([OH:39])=[O:2])=[O:8])=[CH:13][CH:12]=1)=[O:25]. The catalyst class is: 115.